From a dataset of Peptide-MHC class II binding affinity with 134,281 pairs from IEDB. Regression. Given a peptide amino acid sequence and an MHC pseudo amino acid sequence, predict their binding affinity value. This is MHC class II binding data. (1) The peptide sequence is CDMLRLIDYNKAALS. The MHC is DRB1_0101 with pseudo-sequence DRB1_0101. The binding affinity (normalized) is 0.645. (2) The peptide sequence is GILQIVDKIDAAFKI. The MHC is DRB1_1501 with pseudo-sequence DRB1_1501. The binding affinity (normalized) is 0.557. (3) The peptide sequence is ATVATAPEVKYTVFETALKKAITAMS. The MHC is DRB1_0701 with pseudo-sequence DRB1_0701. The binding affinity (normalized) is 0.517. (4) The peptide sequence is VEKSQLLNEFNNLYA. The MHC is DRB1_1501 with pseudo-sequence DRB1_1501. The binding affinity (normalized) is 0.349.